This data is from Forward reaction prediction with 1.9M reactions from USPTO patents (1976-2016). The task is: Predict the product of the given reaction. (1) Given the reactants [NH:1]1[C:5]2[CH:6]=[CH:7][CH:8]=[CH:9][C:4]=2[N:3]=[C:2]1[O:10][C:11]1[CH:16]=[CH:15][C:14]([C:17]2[C:18]3[N:28]=[CH:27][CH:26]=[CH:25][C:19]=3[N:20]3[C:24]=2[CH2:23][CH2:22][CH2:21]3)=[CH:13][CH:12]=1.[C:29]([O-])([O-])=O.[K+].[K+].CI.C([O-])(O)=O.[Na+], predict the reaction product. The product is: [CH3:29][N:1]1[C:5]2[CH:6]=[CH:7][CH:8]=[CH:9][C:4]=2[N:3]=[C:2]1[O:10][C:11]1[CH:16]=[CH:15][C:14]([C:17]2[C:18]3[N:28]=[CH:27][CH:26]=[CH:25][C:19]=3[N:20]3[C:24]=2[CH2:23][CH2:22][CH2:21]3)=[CH:13][CH:12]=1. (2) Given the reactants [OH:1][C:2]1[NH:7][C:6]([C:8]2[CH:13]=[CH:12][CH:11]=[CH:10][CH:9]=2)=[N:5][C:4](=[O:14])[CH:3]=1.[H-].[Na+].Cl.[C:18]([NH2:26])(=N)C1C=CC=CC=1.C(OCC)(=O)[CH2:28][C:29]([O:31]CC)=[O:30].Cl.[OH2:39], predict the reaction product. The product is: [OH:14][C:4]1[N:5]=[C:6]([C:8]2[CH:13]=[CH:12][CH:11]=[CH:10][CH:9]=2)[NH:7][C:2](=[O:1])[C:3]=1[C:18]([NH:26][CH2:28][C:29]([OH:31])=[O:30])=[O:39]. (3) Given the reactants O[C:2]1[C:11]2[C:6](=[N:7][CH:8]=[CH:9][CH:10]=2)[N:5]([C:12]2[CH:17]=[CH:16][CH:15]=[CH:14][CH:13]=2)[C:4](=[O:18])[C:3]=1[C:19](=O)[CH2:20][CH2:21][C:22]1[CH:23]=[N:24][CH:25]=[CH:26][CH:27]=1.O.[NH2:30][NH2:31], predict the reaction product. The product is: [C:12]1([N:5]2[C:6]3[N:7]=[CH:8][CH:9]=[CH:10][C:11]=3[C:2]3[NH:30][N:31]=[C:19]([CH2:20][CH2:21][C:22]4[CH:23]=[N:24][CH:25]=[CH:26][CH:27]=4)[C:3]=3[C:4]2=[O:18])[CH:17]=[CH:16][CH:15]=[CH:14][CH:13]=1. (4) Given the reactants Cl[C:2]1[C:7]2=[CH:8][CH:9]=[CH:10][N:6]2[N:5]=[CH:4][N:3]=1.[CH3:11][S:12][Na], predict the reaction product. The product is: [CH3:11][S:12][C:2]1[C:7]2=[CH:8][CH:9]=[CH:10][N:6]2[N:5]=[CH:4][N:3]=1. (5) Given the reactants [CH2:1]([S:7][C:8]1[N:12]=[CH:11][N:10](COCC[Si](C)(C)C)[C:9]=1[C:21]1[CH:22]=[N:23][CH:24]=[CH:25][CH:26]=1)[CH2:2][CH2:3][CH2:4][CH2:5][CH3:6].CCCC[N+](CCCC)(CCCC)CCCC.[F-], predict the reaction product. The product is: [CH2:1]([S:7][C:8]1[N:12]=[CH:11][NH:10][C:9]=1[C:21]1[CH:22]=[N:23][CH:24]=[CH:25][CH:26]=1)[CH2:2][CH2:3][CH2:4][CH2:5][CH3:6]. (6) Given the reactants [CH3:1][C:2](=O)[CH2:3][C:4](=[O:6])[CH3:5].[CH:8]([C:10]1[CH:17]=[CH:16][C:13]([C:14]#[N:15])=[CH:12][CH:11]=1)=O.[F:18][C:19]1[CH:24]=[CH:23][C:22]([NH:25][C:26]([NH2:28])=[O:27])=[CH:21][C:20]=1[C:29]([F:32])([F:31])[F:30], predict the reaction product. The product is: [C:4]([C:3]1[C@@H:8]([C:10]2[CH:17]=[CH:16][C:13]([C:14]#[N:15])=[CH:12][CH:11]=2)[NH:28][C:26](=[O:27])[N:25]([C:22]2[CH:23]=[CH:24][C:19]([F:18])=[C:20]([C:29]([F:30])([F:32])[F:31])[CH:21]=2)[C:2]=1[CH3:1])(=[O:6])[CH3:5]. (7) Given the reactants [O:1]=[C:2]1[CH:6]=[C:5]([C@H:7]2[CH2:12][CH2:11][N:10]([C:13]([O:15][CH3:16])=[O:14])[C@@H:9]([C:17]3[CH:22]=[CH:21][CH:20]=[C:19]([C:23]([F:26])([F:25])[F:24])[CH:18]=3)[CH2:8]2)[O:4][NH:3]1.CCCCCCC.CC(O)C, predict the reaction product. The product is: [O:1]=[C:2]1[CH:6]=[C:5]([C@H:7]2[CH2:12][CH2:11][N:10]([C:13]([O:15][CH3:16])=[O:14])[C@@H:9]([C:17]3[CH:22]=[CH:21][CH:20]=[C:19]([C:23]([F:26])([F:24])[F:25])[CH:18]=3)[CH2:8]2)[O:4][NH:3]1.[O:1]=[C:2]1[CH:6]=[C:5]([C@@H:7]2[CH2:12][CH2:11][N:10]([C:13]([O:15][CH3:16])=[O:14])[C@H:9]([C:17]3[CH:22]=[CH:21][CH:20]=[C:19]([C:23]([F:26])([F:24])[F:25])[CH:18]=3)[CH2:8]2)[O:4][NH:3]1.